Dataset: Reaction yield outcomes from USPTO patents with 853,638 reactions. Task: Predict the reaction yield, written as a fraction of the theoretical maximum amount of product (1.0 means a 100% yield; for example, 0.34 means a 34% yield). (1) The reactants are [OH:1][CH2:2][C@H:3]1[CH2:8][CH2:7][C@H:6]([N:9]2[C:14](=[O:15])[C:13]([CH2:16][C:17]3[CH:22]=[CH:21][C:20]([C:23]4[C:24]([C:29]#[N:30])=[CH:25][CH:26]=[CH:27][CH:28]=4)=[CH:19][CH:18]=3)=[C:12]([CH2:31][CH2:32][CH3:33])[N:11]3[N:34]=[CH:35][N:36]=[C:10]23)[CH2:5][CH2:4]1.C(N(CC)CC)C.Cl. The catalyst is CS(C)=O. The product is [CH:2]([C@H:3]1[CH2:4][CH2:5][C@H:6]([N:9]2[C:14](=[O:15])[C:13]([CH2:16][C:17]3[CH:22]=[CH:21][C:20]([C:23]4[C:24]([C:29]#[N:30])=[CH:25][CH:26]=[CH:27][CH:28]=4)=[CH:19][CH:18]=3)=[C:12]([CH2:31][CH2:32][CH3:33])[N:11]3[N:34]=[CH:35][N:36]=[C:10]23)[CH2:7][CH2:8]1)=[O:1]. The yield is 0.950. (2) The reactants are [CH3:1][O:2][C:3](=[O:19])[C:4]1[CH:9]=[CH:8][C:7]([NH2:10])=[C:6]([O:11][CH2:12][C:13]2[CH:14]=[N:15][CH:16]=[CH:17][CH:18]=2)[CH:5]=1.C(N(CC)CC)C.ClC(Cl)(O[C:31](=[O:37])OC(Cl)(Cl)Cl)Cl.[CH3:39][C:40]1[N:41]=[CH:42][C:43]([NH2:46])=[N:44][CH:45]=1. The catalyst is C1(C)C=CC=CC=1.C(OCC)(=O)C.O. The product is [CH3:1][O:2][C:3](=[O:19])[C:4]1[CH:9]=[CH:8][C:7]([NH:10][C:31]([NH:46][C:43]2[CH:42]=[N:41][C:40]([CH3:39])=[CH:45][N:44]=2)=[O:37])=[C:6]([O:11][CH2:12][C:13]2[CH:14]=[N:15][CH:16]=[CH:17][CH:18]=2)[CH:5]=1. The yield is 0.470. (3) The reactants are [F:1][C:2]1[CH:7]=[C:6](I)[CH:5]=[CH:4][C:3]=1[N:9]1[CH:14]=[C:13]([O:15][CH3:16])[C:12](=[O:17])[C:11]([C:18]2[N:22]([C:23]3[CH:28]=[CH:27][CH:26]=[CH:25][CH:24]=3)[N:21]=[CH:20][CH:19]=2)=[N:10]1.[C:29]([N:33]1[CH2:37][CH2:36][NH:35][C:34]1=[O:38])([CH3:32])([CH3:31])[CH3:30].N[C@@H]1CCCC[C@H]1N.[O-]P([O-])([O-])=O.[K+].[K+].[K+]. The catalyst is C1(C)C=CC=CC=1.[Cu]I. The product is [C:29]([N:33]1[CH2:37][CH2:36][N:35]([C:6]2[CH:5]=[CH:4][C:3]([N:9]3[CH:14]=[C:13]([O:15][CH3:16])[C:12](=[O:17])[C:11]([C:18]4[N:22]([C:23]5[CH:28]=[CH:27][CH:26]=[CH:25][CH:24]=5)[N:21]=[CH:20][CH:19]=4)=[N:10]3)=[C:2]([F:1])[CH:7]=2)[C:34]1=[O:38])([CH3:32])([CH3:31])[CH3:30]. The yield is 0.390. (4) The reactants are [C:1]([O:5][C:6]([NH:8][NH:9][CH2:10][C:11]1[CH:16]=[CH:15][C:14]([C:17]2[CH:22]=[CH:21][CH:20]=[CH:19][N:18]=2)=[CH:13][CH:12]=1)=[O:7])([CH3:4])([CH3:3])[CH3:2].[O:23]1[C@@H:25]([C@@H:26]([NH:34][C:35]([O:37][C:38]([CH3:41])([CH3:40])[CH3:39])=[O:36])[CH2:27][C:28]2[CH:33]=[CH:32][CH:31]=[CH:30][CH:29]=2)[CH2:24]1. The catalyst is CC(O)C. The product is [C:1]([O:5][C:6]([NH:8][N:9]([CH2:24][CH:25]([OH:23])[CH:26]([NH:34][C:35]([O:37][C:38]([CH3:41])([CH3:40])[CH3:39])=[O:36])[CH2:27][C:28]1[CH:33]=[CH:32][CH:31]=[CH:30][CH:29]=1)[CH2:10][C:11]1[CH:16]=[CH:15][C:14]([C:17]2[CH:22]=[CH:21][CH:20]=[CH:19][N:18]=2)=[CH:13][CH:12]=1)=[O:7])([CH3:4])([CH3:2])[CH3:3]. The yield is 0.660. (5) The reactants are [CH3:1][Mg]Br.CON(C)[C:7]([C:9]1[N:10]=[C:11]([CH3:18])[O:12][C:13]=1[C:14]([F:17])([F:16])[F:15])=[O:8]. The catalyst is C(OCC)C. The product is [CH3:18][C:11]1[O:12][C:13]([C:14]([F:15])([F:16])[F:17])=[C:9]([C:7](=[O:8])[CH3:1])[N:10]=1. The yield is 0.640. (6) The reactants are [OH-].[Na+].C[O:4][C:5](=[O:22])[C:6]1[CH:11]=[CH:10][C:9]([CH2:12][NH:13][C:14]([O:16][C:17]([CH3:20])([CH3:19])[CH3:18])=[O:15])=[C:8]([Br:21])[CH:7]=1. The catalyst is O.CO. The product is [Br:21][C:8]1[CH:7]=[C:6]([CH:11]=[CH:10][C:9]=1[CH2:12][NH:13][C:14]([O:16][C:17]([CH3:20])([CH3:19])[CH3:18])=[O:15])[C:5]([OH:22])=[O:4]. The yield is 0.994. (7) The reactants are [CH2:1]([Li])CCC.Br[C:7]1[CH:8]=[CH:9][C:10]([O:15][CH2:16][C:17]([CH3:20])([CH3:19])[CH3:18])=[C:11]([CH:14]=1)[C:12]#[N:13].[B:21](OC(C)C)([O:26]C(C)C)[O:22]C(C)C.Cl. The catalyst is C1COCC1.O. The product is [C:12]([C:11]1[CH:14]=[C:7]([B:21]([OH:26])[OH:22])[CH:8]=[CH:9][C:10]=1[O:15][CH2:16][C:17]([CH3:20])([CH3:19])[CH2:18][CH3:1])#[N:13]. The yield is 0.570. (8) The reactants are [Br:1][C:2]1[CH:7]=[CH:6][C:5]([NH:8][C:9](=[O:14])[C:10]([CH3:13])([CH3:12])[CH3:11])=[C:4]([C:15]2[N:20]=[CH:19][CH:18]=[CH:17][N:16]=2)[CH:3]=1.[N+:21]([O-])([OH:23])=[O:22].CO. The catalyst is C(O)(C(F)(F)F)=O.O. The product is [Br:1][C:2]1[CH:3]=[C:4]([C:15]2[N:16]=[CH:17][CH:18]=[CH:19][N:20]=2)[C:5]([NH:8][C:9](=[O:14])[C:10]([CH3:12])([CH3:13])[CH3:11])=[C:6]([N+:21]([O-:23])=[O:22])[CH:7]=1. The yield is 0.810.